From a dataset of Forward reaction prediction with 1.9M reactions from USPTO patents (1976-2016). Predict the product of the given reaction. (1) Given the reactants [O:1]=[S:2]1(=[O:22])[CH2:7][CH2:6][CH2:5][CH2:4][N:3]1[C:8]1[N:17]=[C:16]([C:18]([OH:20])=O)[C:15]([OH:21])=[C:14]2[C:9]=1[CH:10]=[CH:11][CH:12]=[N:13]2.Cl.CN(C)CCCN=C=NCC.ON1C2N=CC=CC=2N=N1.C(N(CC)CC)C.[Cl-].[F:53][C:54]1[CH:59]=[CH:58][C:57]([CH2:60][NH3+:61])=[C:56]([C:62]([NH:64][CH3:65])=[O:63])[CH:55]=1.[OH-].[Na+], predict the reaction product. The product is: [O:22]=[S:2]1(=[O:1])[CH2:7][CH2:6][CH2:5][CH2:4][N:3]1[C:8]1[N:17]=[C:16]([C:18]([NH:61][CH2:60][C:57]2[CH:58]=[CH:59][C:54]([F:53])=[CH:55][C:56]=2[C:62]([NH:64][CH3:65])=[O:63])=[O:20])[C:15]([OH:21])=[C:14]2[C:9]=1[CH:10]=[CH:11][CH:12]=[N:13]2. (2) Given the reactants [CH2:1]1[O:8][C:6](=[O:7])[CH2:5][O:4][C:2]1=[O:3].[C:9]1(=[O:16])[O:15][CH2:14][CH2:13][CH2:12][CH2:11][CH2:10]1.CCCCC(C([O-])=O)CC.CCCCC(C([O-])=O)CC.[Sn+2].C(O)(=O)C(C(C(O)=O)O)O, predict the reaction product. The product is: [C:9]1(=[O:16])[O:15][CH2:14][CH2:13][CH2:12][CH2:11][CH2:10]1.[CH2:1]1[O:8][C:6](=[O:7])[CH2:5][O:4][C:2]1=[O:3]. (3) Given the reactants [Cl:1][C:2]1[C:11]2[C:6](=[CH:7][CH:8]=[C:9]([O:12][C:13]3[CH:18]=[CH:17][CH:16]=[CH:15][CH:14]=3)[CH:10]=2)[N:5]=[C:4]([CH3:19])[CH:3]=1.[CH2:20]([CH:27]1[CH2:31][CH2:30][NH:29][CH2:28]1)[C:21]1[CH:26]=[CH:25][CH:24]=[CH:23][CH:22]=1.Cl, predict the reaction product. The product is: [ClH:1].[CH2:20]([CH:27]1[CH2:31][CH2:30][N:29]([C:2]2[C:11]3[C:6](=[CH:7][CH:8]=[C:9]([O:12][C:13]4[CH:18]=[CH:17][CH:16]=[CH:15][CH:14]=4)[CH:10]=3)[N:5]=[C:4]([CH3:19])[CH:3]=2)[CH2:28]1)[C:21]1[CH:26]=[CH:25][CH:24]=[CH:23][CH:22]=1. (4) Given the reactants CN(C)C(Cl)=O.[CH3:7][C@@H:8]1[NH:14][CH2:13][C:12]2[CH:15]=[CH:16][C:17]([C:19]([O:21][CH3:22])=[O:20])=[CH:18][C:11]=2[O:10][CH2:9]1.C(N(CC)CC)C.[F:30][C:31]([F:42])([F:41])[C:32]1[CH:33]=[C:34](B(O)O)[CH:35]=[CH:36][CH:37]=1, predict the reaction product. The product is: [CH3:7][C@@H:8]1[N:14]([C:36]2[CH:35]=[CH:34][CH:33]=[C:32]([C:31]([F:42])([F:41])[F:30])[CH:37]=2)[CH2:13][C:12]2[CH:15]=[CH:16][C:17]([C:19]([O:21][CH3:22])=[O:20])=[CH:18][C:11]=2[O:10][CH2:9]1.